This data is from Full USPTO retrosynthesis dataset with 1.9M reactions from patents (1976-2016). The task is: Predict the reactants needed to synthesize the given product. (1) Given the product [OH:8][C:4]1[CH:3]=[C:2]([NH:1][C:14](=[O:15])[O:13][C:10]([CH3:12])([CH3:11])[CH3:9])[CH:7]=[CH:6][CH:5]=1, predict the reactants needed to synthesize it. The reactants are: [NH2:1][C:2]1[CH:3]=[C:4]([OH:8])[CH:5]=[CH:6][CH:7]=1.[CH3:9][C:10]([O:13][C:14](O[C:14]([O:13][C:10]([CH3:12])([CH3:11])[CH3:9])=[O:15])=[O:15])([CH3:12])[CH3:11].CCOC(C)=O. (2) Given the product [CH2:1]([O:3][C:4](=[O:17])[C:5]([C:10]1[CH:15]=[CH:14][CH:13]=[C:12]([Br:16])[N:11]=1)([CH2:8][O:9][CH2:33][O:34][CH3:35])[CH2:6][O:7][CH2:27][O:28][CH3:29])[CH3:2], predict the reactants needed to synthesize it. The reactants are: [CH2:1]([O:3][C:4](=[O:17])[C:5]([C:10]1[CH:15]=[CH:14][CH:13]=[C:12]([Br:16])[N:11]=1)([CH2:8][OH:9])[CH2:6][OH:7])[CH3:2].C(N(C(C)C)CC)(C)C.[CH3:27][O:28][CH2:29]Cl.C1[CH2:35][O:34][CH2:33]C1. (3) Given the product [CH3:1][O:2][C:3](=[O:30])[CH:4]([C:6]1[C:15](=[O:16])[C:14]2[C:9](=[CH:10][C:11]([NH:18][CH:19]3[CH2:24][CH2:23][CH2:22][CH2:21][CH2:20]3)=[C:12]([F:17])[CH:13]=2)[N:8]([CH:25]2[CH2:29][CH2:28][CH2:27][CH2:26]2)[CH:7]=1)[O:5][CH2:34][C:35]([O:37][CH2:38][CH3:39])=[O:36], predict the reactants needed to synthesize it. The reactants are: [CH3:1][O:2][C:3](=[O:30])[CH:4]([C:6]1[C:15](=[O:16])[C:14]2[C:9](=[CH:10][C:11]([NH:18][CH:19]3[CH2:24][CH2:23][CH2:22][CH2:21][CH2:20]3)=[C:12]([F:17])[CH:13]=2)[N:8]([CH:25]2[CH2:29][CH2:28][CH2:27][CH2:26]2)[CH:7]=1)[OH:5].[H-].[Na+].Br[CH2:34][C:35]([O:37][CH2:38][CH3:39])=[O:36].C(=O)([O-])O.[Na+].